Dataset: Full USPTO retrosynthesis dataset with 1.9M reactions from patents (1976-2016). Task: Predict the reactants needed to synthesize the given product. Given the product [Cl:17][C:18]1[CH:26]=[CH:25][C:21]([C:22]([NH:15][CH:5]([CH2:6][C:7]2[CH:12]=[CH:11][C:10]([Cl:13])=[CH:9][C:8]=2[Cl:14])[C:4]([OH:3])=[O:16])=[O:23])=[C:20]([NH:27][S:28]([C:31]2[C:32]([F:38])=[CH:33][CH:34]=[CH:35][C:36]=2[F:37])(=[O:30])=[O:29])[CH:19]=1, predict the reactants needed to synthesize it. The reactants are: Cl.C[O:3][C:4](=[O:16])[C@H:5]([NH2:15])[CH2:6][C:7]1[CH:12]=[CH:11][C:10]([Cl:13])=[CH:9][C:8]=1[Cl:14].[Cl:17][C:18]1[CH:26]=[CH:25][C:21]([C:22](O)=[O:23])=[C:20]([NH:27][S:28]([C:31]2[C:36]([F:37])=[CH:35][CH:34]=[CH:33][C:32]=2[F:38])(=[O:30])=[O:29])[CH:19]=1.